From a dataset of Catalyst prediction with 721,799 reactions and 888 catalyst types from USPTO. Predict which catalyst facilitates the given reaction. (1) Reactant: C[Si]([N-:5][Si](C)(C)C)(C)C.[Li+].[Cl:11][C:12]1[CH:19]=[CH:18][C:17]([I:20])=[CH:16][C:13]=1[C:14]#[N:15].Cl. Product: [Cl:11][C:12]1[CH:19]=[CH:18][C:17]([I:20])=[CH:16][C:13]=1[C:14]([NH2:5])=[NH:15]. The catalyst class is: 27. (2) Reactant: Br[C:2]1[CH:7]=[CH:6][C:5]([Br:8])=[CH:4][N:3]=1.[F:9][C:10]1[CH:15]=[CH:14][C:13]([CH2:16][SH:17])=[CH:12][CH:11]=1.[H-].[Na+]. Product: [Br:8][C:5]1[CH:6]=[CH:7][C:2]([S:17][CH2:16][C:13]2[CH:14]=[CH:15][C:10]([F:9])=[CH:11][CH:12]=2)=[N:3][CH:4]=1. The catalyst class is: 18. (3) Reactant: [NH:1]1[CH2:9][CH2:8][CH:4]([C:5]([OH:7])=[O:6])[CH2:3][CH2:2]1.[C:10](OC(=O)C)(=[O:12])[CH3:11]. Product: [C:10]([N:1]1[CH2:9][CH2:8][CH:4]([C:5]([OH:7])=[O:6])[CH2:3][CH2:2]1)(=[O:12])[CH3:11]. The catalyst class is: 6. (4) Reactant: [Li+].[OH-].[Cl:3][C:4]([Cl:15])([Cl:14])[CH:5]=[CH:6][C:7]([O:9]CCCC)=[O:8].Cl. Product: [Cl:3][C:4]([Cl:15])([Cl:14])[CH:5]=[CH:6][C:7]([OH:9])=[O:8]. The catalyst class is: 90. (5) Reactant: C([O:8][C:9]1[CH:14]=[C:13]([CH2:15][NH2:16])[CH:12]=[CH:11][C:10]=1[C:17]1[CH:22]=[CH:21][CH:20]=[CH:19][CH:18]=1)C1C=CC=CC=1.[C:23](O[C:23]([O:25][C:26]([CH3:29])([CH3:28])[CH3:27])=[O:24])([O:25][C:26]([CH3:29])([CH3:28])[CH3:27])=[O:24]. Product: [OH:8][C:9]1[CH:14]=[C:13]([CH2:15][NH:16][C:23](=[O:24])[O:25][C:26]([CH3:29])([CH3:28])[CH3:27])[CH:12]=[CH:11][C:10]=1[C:17]1[CH:18]=[CH:19][CH:20]=[CH:21][CH:22]=1. The catalyst class is: 312. (6) Reactant: [CH:1]([CH:3]1[CH2:8][CH2:7][N:6]([C:9]([O:11][C:12]([CH3:15])([CH3:14])[CH3:13])=[O:10])[CH2:5][CH2:4]1)=O.[C:16](=O)([O-])[O-].[K+].[K+].[N+](=C(P(=O)(OC)OC)C(=O)C)=[N-]. Product: [C:1]([CH:3]1[CH2:8][CH2:7][N:6]([C:9]([O:11][C:12]([CH3:15])([CH3:14])[CH3:13])=[O:10])[CH2:5][CH2:4]1)#[CH:16]. The catalyst class is: 5. (7) Reactant: [C:1]([O:5][C:6]([N:8]1[CH2:13][CH2:12][C:11]([C:15]2[CH:20]=[CH:19][C:18]([Cl:21])=[CH:17][CH:16]=2)([OH:14])[CH:10]([NH2:22])[CH2:9]1)=[O:7])([CH3:4])([CH3:3])[CH3:2].[C:23](Cl)(=[O:26])[CH2:24][CH3:25].C(N(CC)CC)C. Product: [C:1]([O:5][C:6]([N:8]1[CH2:13][CH2:12][C:11]([C:15]2[CH:16]=[CH:17][C:18]([Cl:21])=[CH:19][CH:20]=2)([OH:14])[CH:10]([NH:22][C:23](=[O:26])[CH2:24][CH3:25])[CH2:9]1)=[O:7])([CH3:4])([CH3:2])[CH3:3]. The catalyst class is: 2.